Predict the reactants needed to synthesize the given product. From a dataset of Full USPTO retrosynthesis dataset with 1.9M reactions from patents (1976-2016). (1) Given the product [CH2:27]([O:26][C:24]([N:19]1[CH2:18][CH2:17][CH:16]([CH:15]2[C:10]3=[N:11][CH:12]=[CH:13][CH:14]=[C:9]3[CH2:8][CH2:7][C:6]3[CH:22]=[C:2]([Cl:1])[CH:3]=[CH:4][C:5]2=3)[CH2:21][CH2:20]1)=[O:25])[CH3:28], predict the reactants needed to synthesize it. The reactants are: [Cl:1][C:2]1[CH:3]=[CH:4][C:5]2[CH:15]([CH:16]3[CH2:21][CH2:20][NH:19][CH2:18][CH2:17]3)[C:10]3=[N:11][CH:12]=[CH:13][CH:14]=[C:9]3[CH2:8][CH2:7][C:6]=2[CH:22]=1.Cl[C:24]([O:26][CH2:27][CH3:28])=[O:25]. (2) Given the product [CH2:1]([N:8]1[CH2:13][CH2:12][N:11]2[C:14]([CH:24]=[O:25])=[N:15][CH:16]=[C:10]2[CH2:9]1)[C:2]1[CH:7]=[CH:6][CH:5]=[CH:4][CH:3]=1, predict the reactants needed to synthesize it. The reactants are: [CH2:1]([N:8]1[CH2:13][CH2:12][N:11]2[CH:14]=[N:15][CH:16]=[C:10]2[CH2:9]1)[C:2]1[CH:7]=[CH:6][CH:5]=[CH:4][CH:3]=1.C([Li])CCC.CN(C)[CH:24]=[O:25]. (3) Given the product [CH:54]1([C@H:49]([NH:48][C:39]([C:38]2[CH:42]=[C:43]([CH3:46])[CH:44]=[CH:45][C:37]=2[NH:36][C:34]([NH:33][C:27]2[C:28]([CH3:32])=[CH:29][CH:30]=[CH:31][C:26]=2[CH3:25])=[O:35])=[O:40])[C:50]([O:52][CH3:53])=[O:51])[CH2:59][CH2:58][CH2:57][CH2:56][CH2:55]1, predict the reactants needed to synthesize it. The reactants are: CN(C(ON1N=NC2C=CC=NC1=2)=[N+](C)C)C.F[P-](F)(F)(F)(F)F.[CH3:25][C:26]1[CH:31]=[CH:30][CH:29]=[C:28]([CH3:32])[C:27]=1[NH:33][C:34]([NH:36][C:37]1[CH:45]=[CH:44][C:43]([CH3:46])=[CH:42][C:38]=1[C:39](O)=[O:40])=[O:35].Cl.[NH2:48][C@@H:49]([CH:54]1[CH2:59][CH2:58][CH2:57][CH2:56][CH2:55]1)[C:50]([O:52][CH3:53])=[O:51].C(N(C(C)C)CC)(C)C. (4) Given the product [C:80]([O:79][C:77]([NH:76][C@@H:64]([CH2:65][CH2:66][CH2:67][NH:68][C:69]([O:71][C:72]([CH3:73])([CH3:74])[CH3:75])=[O:70])[CH2:63][NH:62][C:60](=[O:61])[C@@H:48]([NH:47][C:31]([C@H:15]1[NH:14][C:13](=[O:34])[C@H:12]([CH2:35][CH2:36][CH2:37][NH:38][C:39]([O:41][C:42]([CH3:45])([CH3:44])[CH3:43])=[O:40])[NH:11][C:10](=[O:46])[C@@H:9]([NH:8][C:6]([O:5][C:1]([CH3:4])([CH3:3])[CH3:2])=[O:7])[CH2:27][C:26]2[CH:28]=[C:22]([CH:23]=[CH:24][C:25]=2[OH:29])[C:21]2=[CH:30][C:17](=[CH:18][CH:19]=[CH:20]2)[CH2:16]1)=[O:32])[CH2:49][CH2:50][CH2:51][NH:52][C:53](=[O:59])[O:54][C:55]([CH3:58])([CH3:57])[CH3:56])=[O:78])([CH3:83])([CH3:82])[CH3:81], predict the reactants needed to synthesize it. The reactants are: [C:1]([O:5][C:6]([NH:8][C@H:9]1[CH2:27][C:26]2[CH:28]=[C:22]([CH:23]=[CH:24][C:25]=2[OH:29])[C:21]2=[CH:30][C:17](=[CH:18][CH:19]=[CH:20]2)[CH2:16][C@@H:15]([C:31](O)=[O:32])[NH:14][C:13](=[O:34])[C@H:12]([CH2:35][CH2:36][CH2:37][NH:38][C:39]([O:41][C:42]([CH3:45])([CH3:44])[CH3:43])=[O:40])[NH:11][C:10]1=[O:46])=[O:7])([CH3:4])([CH3:3])[CH3:2].[NH2:47][C@H:48]([C:60]([NH:62][CH2:63][C@@H:64]([NH:76][C:77]([O:79][C:80]([CH3:83])([CH3:82])[CH3:81])=[O:78])[CH2:65][CH2:66][CH2:67][NH:68][C:69]([O:71][C:72]([CH3:75])([CH3:74])[CH3:73])=[O:70])=[O:61])[CH2:49][CH2:50][CH2:51][NH:52][C:53](=[O:59])[O:54][C:55]([CH3:58])([CH3:57])[CH3:56].C(Cl)CCl.C1C=CC2N(O)N=NC=2C=1. (5) Given the product [CH3:1][O:2][C:3]([C:5]1[CH:14]=[C:13]([F:15])[C:12]2[C:7](=[CH:8][CH:9]=[CH:10][CH:11]=2)[C:6]=1[O:16][CH2:31][C:30]1[CH:29]=[CH:28][C:27]([C:26]([F:25])([F:35])[F:36])=[CH:34][CH:33]=1)=[O:4], predict the reactants needed to synthesize it. The reactants are: [CH3:1][O:2][C:3]([C:5]1[CH:14]=[C:13]([F:15])[C:12]2[C:7](=[CH:8][CH:9]=[CH:10][CH:11]=2)[C:6]=1[OH:16])=[O:4].C(=O)([O-])[O-].[Cs+].[Cs+].[I-].[K+].[F:25][C:26]([F:36])([F:35])[C:27]1[CH:34]=[CH:33][C:30]([CH2:31]Br)=[CH:29][CH:28]=1.C(=O)(O)[O-].[Na+].